From a dataset of Reaction yield outcomes from USPTO patents with 853,638 reactions. Predict the reaction yield, written as a fraction of the theoretical maximum amount of product (1.0 means a 100% yield; for example, 0.34 means a 34% yield). (1) The reactants are [F:1][C:2]([F:39])([F:38])[C:3]1[CH:4]=[C:5]([CH:31]=[C:32]([C:34]([F:37])([F:36])[F:35])[CH:33]=1)[CH2:6][N:7]1[CH2:14][CH2:13][CH2:12][NH:11][C:10]2[N:15]=[C:16](S(C)(=O)=O)[N:17]=[C:18]([C:19]3[CH:24]=[CH:23][CH:22]=[CH:21][C:20]=3[CH3:25])[C:9]=2[C:8]1=[O:30].C(OC([N:47]1[CH2:52][CH2:51][NH:50][CH2:49][CH2:48]1)=O)(C)(C)C.[CH3:53][S:54](Cl)(=[O:56])=[O:55]. No catalyst specified. The product is [F:38][C:2]([F:39])([F:1])[C:3]1[CH:4]=[C:5]([CH:31]=[C:32]([C:34]([F:37])([F:35])[F:36])[CH:33]=1)[CH2:6][N:7]1[CH2:14][CH2:13][CH2:12][NH:11][C:10]2[N:15]=[C:16]([N:50]3[CH2:51][CH2:52][N:47]([S:54]([CH3:53])(=[O:56])=[O:55])[CH2:48][CH2:49]3)[N:17]=[C:18]([C:19]3[CH:24]=[CH:23][CH:22]=[CH:21][C:20]=3[CH3:25])[C:9]=2[C:8]1=[O:30]. The yield is 0.750. (2) The reactants are [N:1]1[CH:6]=[CH:5][CH:4]=[C:3]([N:7]2[CH2:22][CH2:21][CH2:20][C:8]32[CH2:12][N:11](C(OC(C)(C)C)=O)[CH2:10][CH2:9]3)[CH:2]=1.[ClH:23]. The catalyst is ClCCl.Cl. The product is [ClH:23].[ClH:23].[N:1]1[CH:6]=[CH:5][CH:4]=[C:3]([N:7]2[C:8]3([CH2:9][CH2:10][NH:11][CH2:12]3)[CH2:20][CH2:21][CH2:22]2)[CH:2]=1. The yield is 0.720. (3) The reactants are [CH2:1]([N:3]([CH2:6]C)[CH2:4]C)C.Cl.[F:9][C:10]([F:27])([S:23]([O-:26])(=[O:25])=[O:24])[CH:11]([O:16][C:17](=[O:22])[C:18]([CH3:21])([CH3:20])[CH3:19])[C:12]([F:15])([F:14])[F:13].[Na+].ClCCl. The product is [F:27][C:10]([F:9])([S:23]([O-:26])(=[O:24])=[O:25])[CH:11]([O:16][C:17](=[O:22])[C:18]([CH3:20])([CH3:21])[CH3:19])[C:12]([F:13])([F:15])[F:14].[CH3:1][NH+:3]([CH3:6])[CH3:4]. The yield is 0.750. The catalyst is O. (4) The reactants are [CH2:1]([O:3][C:4](=[O:18])[C:5]1[C:10]([N+:11]([O-:13])=[O:12])=[CH:9][CH:8]=[C:7]([CH3:14])[C:6]=1[N+:15]([O-:17])=[O:16])[CH3:2].CO[CH:21]([N:24]([CH3:26])[CH3:25])OC. The catalyst is CN(C=O)C. The product is [CH2:1]([O:3][C:4](=[O:18])[C:5]1[C:10]([N+:11]([O-:13])=[O:12])=[CH:9][CH:8]=[C:7]([CH:14]=[CH:21][N:24]([CH3:26])[CH3:25])[C:6]=1[N+:15]([O-:17])=[O:16])[CH3:2]. The yield is 0.580. (5) The reactants are [CH3:1][N:2]1[C:6]([CH3:7])=[C:5]([C:8]([NH:10][C:11]2[CH:33]=[CH:32][C:14]([O:15][C:16]3[CH:21]=[CH:20][N:19]=[C:18]([NH:22][C:23](=[O:31])OC4C=CC=CC=4)[CH:17]=3)=[C:13]([F:34])[CH:12]=2)=[O:9])[C:4](=[O:35])[N:3]1[C:36]1[CH:41]=[CH:40][CH:39]=[CH:38][CH:37]=1.[NH2:42][CH2:43][CH2:44][OH:45]. The catalyst is CN1C(=O)CCC1. The product is [F:34][C:13]1[CH:12]=[C:11]([NH:10][C:8]([C:5]2[C:4](=[O:35])[N:3]([C:36]3[CH:41]=[CH:40][CH:39]=[CH:38][CH:37]=3)[N:2]([CH3:1])[C:6]=2[CH3:7])=[O:9])[CH:33]=[CH:32][C:14]=1[O:15][C:16]1[CH:21]=[CH:20][N:19]=[C:18]([NH:22][C:23]([NH:42][CH2:43][CH2:44][OH:45])=[O:31])[CH:17]=1. The yield is 0.690.